From a dataset of Peptide-MHC class I binding affinity with 185,985 pairs from IEDB/IMGT. Regression. Given a peptide amino acid sequence and an MHC pseudo amino acid sequence, predict their binding affinity value. This is MHC class I binding data. (1) The peptide sequence is QTPLNDVVQAL. The MHC is H-2-Db with pseudo-sequence H-2-Db. The binding affinity (normalized) is 0.0576. (2) The MHC is HLA-B46:01 with pseudo-sequence HLA-B46:01. The peptide sequence is LAVFPAMFW. The binding affinity (normalized) is 0.0847. (3) The peptide sequence is YTLIYRQLT. The MHC is HLA-A02:06 with pseudo-sequence HLA-A02:06. The binding affinity (normalized) is 0.0964. (4) The peptide sequence is GPLKLFMAL. The MHC is HLA-B07:02 with pseudo-sequence HLA-B07:02. The binding affinity (normalized) is 0.960. (5) The peptide sequence is IINKFFEVI. The MHC is HLA-A32:01 with pseudo-sequence HLA-A32:01. The binding affinity (normalized) is 0.777.